This data is from Reaction yield outcomes from USPTO patents with 853,638 reactions. The task is: Predict the reaction yield, written as a fraction of the theoretical maximum amount of product (1.0 means a 100% yield; for example, 0.34 means a 34% yield). (1) The reactants are Cl[C:2]1[C:7]([N+:8]([O-:10])=[O:9])=[CH:6][C:5]([F:11])=[CH:4][N:3]=1.C(=O)([O-])[O-].[Na+].[Na+].CN(C)C=O.[CH2:23]1[C:32]2[C:27](=[CH:28][CH:29]=[CH:30][CH:31]=2)[CH2:26][CH2:25][NH:24]1. The catalyst is O. The product is [F:11][C:5]1[CH:6]=[C:7]([N+:8]([O-:10])=[O:9])[C:2]([N:24]2[CH2:25][CH2:26][C:27]3[C:32](=[CH:31][CH:30]=[CH:29][CH:28]=3)[CH2:23]2)=[N:3][CH:4]=1. The yield is 0.860. (2) The reactants are [Br:1][CH2:2][CH2:3][CH2:4][CH2:5][CH2:6][C:7]1[CH:12]=[CH:11][C:10]([C:13]2[CH:18]=[CH:17][CH:16]=[CH:15][CH:14]=2)=[CH:9][CH:8]=1.[N:19]1[CH:24]=[CH:23][C:22]([CH3:25])=[C:21]([CH3:26])[CH:20]=1. No catalyst specified. The product is [Br-:1].[C:10]1([C:13]2[CH:18]=[CH:17][CH:16]=[CH:15][CH:14]=2)[CH:11]=[CH:12][C:7]([CH2:6][CH2:5][CH2:4][CH2:3][CH2:2][N+:19]2[CH:24]=[CH:23][C:22]([CH3:25])=[C:21]([CH3:26])[CH:20]=2)=[CH:8][CH:9]=1. The yield is 0.870. (3) The reactants are C1(C)C=CC=CC=1.Br[C:9]1[CH:13]=[CH:12][O:11][CH:10]=1.[CH:14]([C:16]1[CH:17]=[C:18](B(O)O)[CH:19]=[CH:20][CH:21]=1)=[O:15].C([O-])([O-])=O.[K+].[K+]. The catalyst is C1C=CC([P]([Pd]([P](C2C=CC=CC=2)(C2C=CC=CC=2)C2C=CC=CC=2)([P](C2C=CC=CC=2)(C2C=CC=CC=2)C2C=CC=CC=2)[P](C2C=CC=CC=2)(C2C=CC=CC=2)C2C=CC=CC=2)(C2C=CC=CC=2)C2C=CC=CC=2)=CC=1.O.CN(C=O)C. The product is [O:11]1[CH:12]=[CH:13][C:9]([C:20]2[CH:21]=[C:16]([CH:17]=[CH:18][CH:19]=2)[CH:14]=[O:15])=[CH:10]1. The yield is 0.100. (4) The reactants are [F:1][C:2]1[CH:11]=[C:10]([F:12])[CH:9]=[C:8]2[C:3]=1[CH:4]=[CH:5][C:6]([C:13](=O)[CH3:14])=[CH:7]2.C([O-])(=O)C.[NH4+].C([BH3-])#[N:22].[Na+]. The catalyst is CO. The product is [F:1][C:2]1[CH:11]=[C:10]([F:12])[CH:9]=[C:8]2[C:3]=1[CH:4]=[CH:5][C:6]([CH:13]([NH2:22])[CH3:14])=[CH:7]2. The yield is 0.380. (5) The reactants are [CH3:1][N:2]([C@H:8]1[CH2:12][CH2:11][NH:10][CH2:9]1)[C:3]([CH:5]1[CH2:7][CH2:6]1)=[O:4].[F:13][C:14]1[CH:22]=[CH:21][C:20]([CH:23]=[O:24])=[CH:19][C:15]=1[C:16](O)=[O:17].F[P-](F)(F)(F)(F)F.N1(OC(N(C)C)=[N+](C)C)C2C=CC=CC=2N=N1.C(N(CC)C(C)C)(C)C. No catalyst specified. The product is [F:13][C:14]1[CH:22]=[CH:21][C:20]([CH:23]=[O:24])=[CH:19][C:15]=1[C:16]([N:10]1[CH2:11][CH2:12][C@H:8]([N:2]([CH3:1])[C:3]([CH:5]2[CH2:6][CH2:7]2)=[O:4])[CH2:9]1)=[O:17]. The yield is 0.710. (6) The reactants are [C:1]([O:7][C@H:8]([CH3:13])[C:9]([O:11]C)=O)(=[O:6])[C:2]([CH3:5])([CH3:4])[CH3:3].[Cl:14][CH2:15]C([O-])=O.[Na+].C(N(CC)CC)C.C([Mg]Cl)(C)(C)C.Cl. The catalyst is C(#N)C.C(OCC)(=O)C.O.C1COCC1. The product is [Cl:14][CH2:15][C:9](=[O:11])[C@H:8]([O:7][C:1](=[O:6])[C:2]([CH3:3])([CH3:4])[CH3:5])[CH3:13]. The yield is 0.820. (7) The reactants are Br[C:2]1[CH:3]=[C:4]2[C:9](=[CH:10][CH:11]=1)[N:8]=[C:7]([CH3:12])[N:6]([C:13]1[CH:18]=[CH:17][C:16]([O:19][CH2:20][CH2:21][CH2:22][N:23]3[CH2:27][CH2:26][CH2:25][CH2:24]3)=[CH:15][C:14]=1[O:28][CH2:29][CH2:30][F:31])[C:5]2=[O:32].C(N(CC)CC)C.[C]=O.[C:42]([O:45][CH2:46][CH3:47])(=[O:44])C. The product is [CH2:46]([O:45][C:42]([C:2]1[CH:3]=[C:4]2[C:9](=[CH:10][CH:11]=1)[N:8]=[C:7]([CH3:12])[N:6]([C:13]1[CH:18]=[CH:17][C:16]([O:19][CH2:20][CH2:21][CH2:22][N:23]3[CH2:27][CH2:26][CH2:25][CH2:24]3)=[CH:15][C:14]=1[O:28][CH2:29][CH2:30][F:31])[C:5]2=[O:32])=[O:44])[CH3:47]. The yield is 0.630. The catalyst is C(O)C.C([O-])(=O)C.[Pd+2].C([O-])(=O)C.C1(P(C2C=CC=CC=2)[C-]2C=CC=C2)C=CC=CC=1.[C-]1(P(C2C=CC=CC=2)C2C=CC=CC=2)C=CC=C1.[Fe+2].